From a dataset of Full USPTO retrosynthesis dataset with 1.9M reactions from patents (1976-2016). Predict the reactants needed to synthesize the given product. (1) The reactants are: [CH3:1][C:2]1[CH:7]=[CH:6][C:5]([NH2:8])=[CH:4][C:3]=1[N+:9]([O-:11])=[O:10].[F:12][C:13]([F:24])([F:23])[C:14]1[CH:15]=[C:16]([CH:20]=[CH:21][CH:22]=1)[C:17](Cl)=[O:18].C(N(CC)CC)C. Given the product [CH3:1][C:2]1[CH:7]=[CH:6][C:5]([NH:8][C:17](=[O:18])[C:16]2[CH:20]=[CH:21][CH:22]=[C:14]([C:13]([F:12])([F:23])[F:24])[CH:15]=2)=[CH:4][C:3]=1[N+:9]([O-:11])=[O:10], predict the reactants needed to synthesize it. (2) Given the product [CH3:16][S:15][C:12]1[S:11][C:10]([C:6]2[CH:5]=[C:4]3[C:9](=[CH:8][CH:7]=2)[N:1]([C:28]([O:27][C:24]([CH3:26])([CH3:25])[CH3:23])=[O:29])[CH:2]=[CH:3]3)=[N:14][N:13]=1, predict the reactants needed to synthesize it. The reactants are: [NH:1]1[C:9]2[C:4](=[CH:5][C:6]([C:10]3[S:11][C:12]([S:15][CH3:16])=[N:13][N:14]=3)=[CH:7][CH:8]=2)[CH:3]=[CH:2]1.CC([O-])(C)C.[K+].[CH3:23][C:24]([O:27][C:28](O[C:28]([O:27][C:24]([CH3:26])([CH3:25])[CH3:23])=[O:29])=[O:29])([CH3:26])[CH3:25]. (3) Given the product [C:11]([OH:13])(=[O:12])[CH:10]=[CH2:15].[CH:1]([C:31]12[CH2:40][CH:35]3[CH2:36][CH:37]([CH2:39][CH:33]([CH2:34]3)[CH2:32]1)[CH2:38]2)([CH3:6])[CH3:2].[C:29]([O-:30])(=[O:28])[C:31]([CH3:38])=[CH2:32], predict the reactants needed to synthesize it. The reactants are: [CH:1]12CC(C[CH2:6]1)C=[CH:2]2.N([C:10](C)([CH3:15])[C:11]([O:13]C)=[O:12])=N[C:10](C)([CH3:15])[C:11]([O:13]C)=[O:12].CC(OC(=O)C(C)=C)(C)CC[O:28][C:29]([C:31]12[CH2:40][CH:35]3[CH2:36][CH:37]([CH2:39][CH:33]([CH2:34]3)[CH2:32]1)[CH2:38]2)=[O:30]. (4) Given the product [NH2:1][CH:4]1[CH2:9][CH2:8][N:7]([C:10]2[CH:20]=[CH:19][C:13]([C:14]([O:16][CH2:17][CH3:18])=[O:15])=[CH:12][CH:11]=2)[CH2:6][CH2:5]1, predict the reactants needed to synthesize it. The reactants are: [N:1]([CH:4]1[CH2:9][CH2:8][N:7]([C:10]2[CH:20]=[CH:19][C:13]([C:14]([O:16][CH2:17][CH3:18])=[O:15])=[CH:12][CH:11]=2)[CH2:6][CH2:5]1)=[N+]=[N-].C(O)(=O)C.O.[H][H].